This data is from Forward reaction prediction with 1.9M reactions from USPTO patents (1976-2016). The task is: Predict the product of the given reaction. Given the reactants Cl[C:2]1[N:11]=[C:10]([NH:12][CH2:13][CH:14]([C:21]2[CH:26]=[CH:25][CH:24]=[CH:23][CH:22]=2)[N:15]2[CH2:20][CH2:19][CH2:18][CH2:17][CH2:16]2)[C:9]2[C:4](=[CH:5][CH:6]=[CH:7][CH:8]=2)[N:3]=1.[N:27]1[CH:28]=[CH:29][N:30]2[CH:35]=[C:34](B(O)O)[CH:33]=[CH:32][C:31]=12.N1C=CN2C=C(C3N=C(NCC(C4C=CC=CC=4)C4NC=CC=4)C4C(=CC=CC=4)N=3)C=CC=12, predict the reaction product. The product is: [N:27]1[CH:28]=[CH:29][N:30]2[CH:35]=[C:34]([C:2]3[N:11]=[C:10]([NH:12][CH2:13][CH:14]([C:21]4[CH:26]=[CH:25][CH:24]=[CH:23][CH:22]=4)[N:15]4[CH2:20][CH2:19][CH2:18][CH2:17][CH2:16]4)[C:9]4[C:4](=[CH:5][CH:6]=[CH:7][CH:8]=4)[N:3]=3)[CH:33]=[CH:32][C:31]=12.